From a dataset of Forward reaction prediction with 1.9M reactions from USPTO patents (1976-2016). Predict the product of the given reaction. (1) Given the reactants [NH2:1][C:2]1[CH:7]=[C:6](O)[N:5]=[C:4]([NH:9][C:10]2[CH:17]=[CH:16][C:13]([C:14]#[N:15])=[CH:12][CH:11]=2)[N:3]=1.P(Cl)(Cl)([Cl:20])=O, predict the reaction product. The product is: [NH2:1][C:2]1[CH:7]=[C:6]([Cl:20])[N:5]=[C:4]([NH:9][C:10]2[CH:17]=[CH:16][C:13]([C:14]#[N:15])=[CH:12][CH:11]=2)[N:3]=1. (2) Given the reactants [CH3:1][O:2][C:3]1[CH:4]=[C:5]([CH2:10][CH2:11][CH2:12][C:13]#N)[CH:6]=[CH:7][C:8]=1[CH3:9].[OH-:15].[Na+].[OH2:17], predict the reaction product. The product is: [CH3:1][O:2][C:3]1[CH:4]=[C:5]([CH2:10][CH2:11][CH2:12][C:13]([OH:17])=[O:15])[CH:6]=[CH:7][C:8]=1[CH3:9]. (3) Given the reactants [F:1][C:2]1[CH:26]=[CH:25][CH:24]=[C:23]([F:27])[C:3]=1[CH2:4][C@H:5]1[CH2:10][C@H:9]([C:11](=[O:18])[CH2:12][C:13](OCC)=[O:14])[CH2:8][CH2:7][N:6]1[C:19]([O:21][CH3:22])=[O:20].[OH-].[Na+].[NH2:30]O.Cl, predict the reaction product. The product is: [F:1][C:2]1[CH:26]=[CH:25][CH:24]=[C:23]([F:27])[C:3]=1[CH2:4][C@H:5]1[CH2:10][C@H:9]([C:11]2[O:18][NH:30][C:13](=[O:14])[CH:12]=2)[CH2:8][CH2:7][N:6]1[C:19]([O:21][CH3:22])=[O:20]. (4) Given the reactants C[O:2][C:3](=[O:32])[C@H:4]([NH:12][C:13]([O:15][CH2:16][C:17]1[O:18][C:19]2[CH:25]=[CH:24][C:23]([C:26]3[CH:31]=[CH:30][CH:29]=[CH:28][CH:27]=3)=[CH:22][C:20]=2[CH:21]=1)=[O:14])[CH2:5][C:6]1[CH:11]=[CH:10][CH:9]=[CH:8][CH:7]=1.O.[OH-].[Li+].Cl, predict the reaction product. The product is: [C:26]1([C:23]2[CH:24]=[CH:25][C:19]3[O:18][C:17]([CH2:16][O:15][C:13]([NH:12][C@H:4]([CH2:5][C:6]4[CH:7]=[CH:8][CH:9]=[CH:10][CH:11]=4)[C:3]([OH:32])=[O:2])=[O:14])=[CH:21][C:20]=3[CH:22]=2)[CH:27]=[CH:28][CH:29]=[CH:30][CH:31]=1. (5) Given the reactants [F:1][C:2]1[CH:7]=[CH:6][CH:5]=[CH:4][C:3]=1[C:8]1[NH:16][C:11]2=[CH:12][N:13]=[CH:14][CH:15]=[C:10]2[CH:9]=1.[OH-:17].[Na+].[F:19][C:20]([F:32])([F:31])[O:21][C:22]1[CH:30]=[CH:29][C:25]([C:26](Cl)=O)=[CH:24][CH:23]=1.CN([CH:36]=[O:37])C, predict the reaction product. The product is: [F:32][C:20]([F:19])([F:31])[C:36]([O-:37])=[O:17].[F:1][C:2]1[CH:7]=[CH:6][CH:5]=[CH:4][C:3]=1[C:8]1[CH:9]=[C:10]2[CH:15]=[CH:14][N:13]([CH2:26][C:25]3[CH:29]=[CH:30][C:22]([O:21][C:20]([F:19])([F:31])[F:32])=[CH:23][CH:24]=3)[CH:12]=[C:11]2[NH+:16]=1. (6) Given the reactants [CH2:1]([O:3][C:4]1[CH:5]=[C:6]([N:10]2[CH:14]=[C:13]([C:15]([O:17]CC)=[O:16])[N:12]=[C:11]2[C:20]2[CH:25]=[CH:24][C:23]([CH3:26])=[CH:22][C:21]=2[F:27])[CH:7]=[CH:8][CH:9]=1)[CH3:2].[OH-].[Na+].Cl, predict the reaction product. The product is: [CH2:1]([O:3][C:4]1[CH:5]=[C:6]([N:10]2[CH:14]=[C:13]([C:15]([OH:17])=[O:16])[N:12]=[C:11]2[C:20]2[CH:25]=[CH:24][C:23]([CH3:26])=[CH:22][C:21]=2[F:27])[CH:7]=[CH:8][CH:9]=1)[CH3:2]. (7) The product is: [CH3:33][N:32]1[C:28]([C:26]2[N:27]=[C:22]([O:21][C@H:19]3[CH2:18][N:15]4[C:16](=[O:17])[C@@H:2]([NH:1][C:40]([O:42][C@H:50]5[CH2:49][CH2:22][O:21][CH2:19]5)=[O:41])[CH2:3][CH2:4][CH2:5][CH2:6][CH2:7][CH:8]=[CH:9][C@@H:10]5[CH2:39][C@@:11]5([C:40]([O:42][CH3:43])=[O:41])[NH:12][C:13](=[O:38])[C@@H:14]4[CH2:20]3)[C:23]3[S:37][CH:36]=[CH:35][C:24]=3[N:25]=2)=[CH:29][C:30]([CH3:34])=[N:31]1. Given the reactants [NH2:1][C@@H:2]1[C:16](=[O:17])[N:15]2[CH2:18][C@H:19]([O:21][C:22]3[C:23]4[S:37][CH:36]=[CH:35][C:24]=4[N:25]=[C:26]([C:28]4[N:32]([CH3:33])[N:31]=[C:30]([CH3:34])[CH:29]=4)[N:27]=3)[CH2:20][C@H:14]2[C:13](=[O:38])[NH:12][C@:11]2([C:40]([O:42][CH3:43])=[O:41])[CH2:39][C@H:10]2[CH:9]=[CH:8][CH2:7][CH2:6][CH2:5][CH2:4][CH2:3]1.C(N([CH2:49][CH3:50])CC)C, predict the reaction product.